From a dataset of Full USPTO retrosynthesis dataset with 1.9M reactions from patents (1976-2016). Predict the reactants needed to synthesize the given product. (1) Given the product [N:1]1([CH2:14][CH2:15][CH2:16][CH2:17][CH2:18][C:19]([NH:27][CH2:24][CH2:25][CH3:26])=[O:21])[C:13]2[C:12]3[CH:11]=[CH:10][CH:9]=[CH:8][C:7]=3[N:6]=[CH:5][C:4]=2[N:3]=[CH:2]1, predict the reactants needed to synthesize it. The reactants are: [N:1]1([CH2:14][CH2:15][CH2:16][CH2:17][CH2:18][C:19]([O:21]CC)=O)[C:13]2[C:12]3[CH:11]=[CH:10][CH:9]=[CH:8][C:7]=3[N:6]=[CH:5][C:4]=2[N:3]=[CH:2]1.[CH2:24]([NH2:27])[CH2:25][CH3:26]. (2) Given the product [F:1][C:2]1[CH:21]=[CH:20][C:5]2[C:6]([C:9]3[CH:14]=[CH:13][C:12]([O:15][CH2:16][C@@H:17]([OH:18])[CH2:19][N:31]4[CH2:32][CH2:33][CH:28]([C:22]5[CH:27]=[CH:26][CH:25]=[CH:24][CH:23]=5)[CH2:29][CH2:30]4)=[CH:11][CH:10]=3)=[N:7][O:8][C:4]=2[CH:3]=1, predict the reactants needed to synthesize it. The reactants are: [F:1][C:2]1[CH:21]=[CH:20][C:5]2[C:6]([C:9]3[CH:14]=[CH:13][C:12]([O:15][CH2:16][C@@H:17]4[CH2:19][O:18]4)=[CH:11][CH:10]=3)=[N:7][O:8][C:4]=2[CH:3]=1.[C:22]1([CH:28]2[CH2:33][CH2:32][NH:31][CH2:30][CH2:29]2)[CH:27]=[CH:26][CH:25]=[CH:24][CH:23]=1. (3) Given the product [C:10]([O:1][C:2]1[CH:9]=[CH:8][C:5]([CH:6]=[O:7])=[CH:4][CH:3]=1)(=[O:12])[CH3:11], predict the reactants needed to synthesize it. The reactants are: [OH:1][C:2]1[CH:9]=[CH:8][C:5]([CH:6]=[O:7])=[CH:4][CH:3]=1.[C:10](OC(=O)C)(=[O:12])[CH3:11]. (4) Given the product [Cl:1][C:2]1[C:3]2[CH:10]=[CH:9][N:8]([CH3:14])[C:4]=2[N:5]=[CH:6][N:7]=1, predict the reactants needed to synthesize it. The reactants are: [Cl:1][C:2]1[N:7]=[CH:6][NH:5][C:4]2=[N:8][CH:9]=[CH:10][C:3]=12.[H-].[Na+].I[CH3:14]. (5) Given the product [CH3:3][O:4][C:5]1[CH:6]=[C:7]2[C:11](=[CH:12][C:13]=1[O:14][CH3:15])[N:10]([CH2:16][CH2:17][N:18]1[CH2:23][CH2:22][O:21][CH2:20][CH2:19]1)[CH:9]=[C:8]2[C:24]1[NH:33][C:27]2=[N:28][CH:29]=[C:30]([F:32])[CH:31]=[C:26]2[CH:25]=1, predict the reactants needed to synthesize it. The reactants are: [OH-].[K+].[CH3:3][O:4][C:5]1[CH:6]=[C:7]2[C:11](=[CH:12][C:13]=1[O:14][CH3:15])[N:10]([CH2:16][CH2:17][N:18]1[CH2:23][CH2:22][O:21][CH2:20][CH2:19]1)[CH:9]=[C:8]2[C:24]1[N:33](S(C2C=CC(C)=CC=2)(=O)=O)[C:27]2=[N:28][CH:29]=[C:30]([F:32])[CH:31]=[C:26]2[CH:25]=1. (6) Given the product [CH2:14]([NH:17][C:18]([N:10]1[C:11]([CH3:13])=[CH:12][C:8]([OH:7])=[N:9]1)=[O:19])[CH:15]=[CH2:16], predict the reactants needed to synthesize it. The reactants are: C(=O)([O-])[O-].[K+].[K+].[OH:7][C:8]1[CH:12]=[C:11]([CH3:13])[NH:10][N:9]=1.[CH2:14]([N:17]=[C:18]=[O:19])[CH:15]=[CH2:16].Cl. (7) Given the product [N:32]1[C:28]2[C:27](=[N:26][CH:31]=[CH:30][CH:29]=2)[NH:33][C:7]=1[C:6]1[CH:5]=[C:4]([CH:12]=[CH:11][CH:10]=1)[C:3]([O:2][CH3:1])=[O:13], predict the reactants needed to synthesize it. The reactants are: [CH3:1][O:2][C:3](=[O:13])[C:4]1[CH:12]=[CH:11][CH:10]=[C:6]([C:7](O)=O)[CH:5]=1.C1N=CN(C(N2C=NC=C2)=O)C=1.[N:26]1[CH:31]=[CH:30][CH:29]=[C:28]([NH2:32])[C:27]=1[NH2:33].O.